Dataset: Catalyst prediction with 721,799 reactions and 888 catalyst types from USPTO. Task: Predict which catalyst facilitates the given reaction. (1) Reactant: [CH2:1]([C:5]1[N:9]([C:10]2[N:15]=[C:14]([C:16]3[S:20]C=N[CH:17]=3)[C:13]([CH3:21])=[CH:12][N:11]=2)[N:8]=[CH:7][C:6]=1[C:22](O)=[O:23])[CH2:2][CH2:3][CH3:4].[N:25]1[N:26]=[CH:27][N:28]2[CH2:33][CH2:32][NH:31][CH2:30][C:29]=12.CN(C(ON1N=N[C:44]2C=CC=C[C:43]1=2)=[N+](C)C)C.F[P-](F)(F)(F)(F)F.CCN(C(C)C)C(C)C. Product: [CH2:1]([C:5]1[N:9]([C:10]2[N:15]=[C:14]([C:16]3[S:20][CH:43]=[CH:44][CH:17]=3)[C:13]([CH3:21])=[CH:12][N:11]=2)[N:8]=[CH:7][C:6]=1[C:22]([N:31]1[CH2:32][CH2:33][N:28]2[CH:27]=[N:26][N:25]=[C:29]2[CH2:30]1)=[O:23])[CH2:2][CH2:3][CH3:4]. The catalyst class is: 3. (2) Reactant: [Li+].CC([N-]C(C)C)C.[CH:9]1([C:13]([OH:15])=[O:14])[CH2:12][CH2:11][CH2:10]1.BrC[CH2:18][CH:19]1[CH2:21][CH2:20]1.Cl. Product: [CH:19]1([CH2:18][C:9]2([C:13]([OH:15])=[O:14])[CH2:12][CH2:11][CH2:10]2)[CH2:21][CH2:20]1. The catalyst class is: 1.